Dataset: Full USPTO retrosynthesis dataset with 1.9M reactions from patents (1976-2016). Task: Predict the reactants needed to synthesize the given product. (1) Given the product [Cl:1][C:2]1[C:3]2[N:4]([C:21]([CH3:24])=[N:22][N:23]=2)[C:5]2[CH:10]=[C:9]([CH3:11])[NH:8][C:6]=2[CH:7]=1, predict the reactants needed to synthesize it. The reactants are: [Cl:1][C:2]1[C:3]2[N:4]([C:21]([CH3:24])=[N:22][N:23]=2)[C:5]2[CH:10]=[C:9]([CH3:11])[N:8](S(C3C=CC=CC=3)(=O)=O)[C:6]=2[CH:7]=1.[OH-].[K+]. (2) Given the product [Cl:32][C:18]1[N:17]=[C:16]([C:14]([NH:13][C@H:4]([CH2:5][C:6]2[CH:7]=[CH:8][C:9]([Cl:12])=[CH:10][CH:11]=2)[C:3]([OH:33])=[O:2])=[O:15])[CH:21]=[C:20]([N:22]2[CH2:31][CH2:30][C:29]3[C:24](=[CH:25][CH:26]=[CH:27][CH:28]=3)[CH2:23]2)[N:19]=1, predict the reactants needed to synthesize it. The reactants are: C[O:2][C:3](=[O:33])[C@H:4]([NH:13][C:14]([C:16]1[CH:21]=[C:20]([N:22]2[CH2:31][CH2:30][C:29]3[C:24](=[CH:25][CH:26]=[CH:27][CH:28]=3)[CH2:23]2)[N:19]=[C:18]([Cl:32])[N:17]=1)=[O:15])[CH2:5][C:6]1[CH:11]=[CH:10][C:9]([Cl:12])=[CH:8][CH:7]=1.[OH-].[Li+]. (3) Given the product [N+:19]([C:22]1[CH:23]=[C:24]2[C:28](=[CH:29][CH:30]=1)[CH2:27][CH:26]([N:16]1[CH2:17][CH2:18][N:13]([CH2:12][CH2:11][C:8]3[CH:7]=[CH:6][C:5]([N+:2]([O-:4])=[O:3])=[CH:10][CH:9]=3)[CH2:14][CH2:15]1)[CH2:25]2)([O-:21])=[O:20], predict the reactants needed to synthesize it. The reactants are: Cl.[N+:2]([C:5]1[CH:10]=[CH:9][C:8]([CH2:11][CH2:12][N:13]2[CH2:18][CH2:17][NH:16][CH2:15][CH2:14]2)=[CH:7][CH:6]=1)([O-:4])=[O:3].[N+:19]([C:22]1[CH:23]=[C:24]2[C:28](=[CH:29][CH:30]=1)[CH2:27][C:26](=O)[CH2:25]2)([O-:21])=[O:20].C([BH3-])#N.[Na+]. (4) Given the product [CH3:30][S:31][C:2]1[N:10]=[C:9]2[C:5]([N:6]=[CH:7][N:8]2[C@@H:11]2[O:23][C@H:22]([CH2:24][O:25][C:26](=[O:28])[CH3:27])[C@@H:17]([O:18][C:19](=[O:21])[CH3:20])[C@H:12]2[O:13][C:14](=[O:16])[CH3:15])=[C:4]([Cl:29])[N:3]=1, predict the reactants needed to synthesize it. The reactants are: N[C:2]1[N:10]=[C:9]2[C:5]([N:6]=[CH:7][N:8]2[C@@H:11]2[O:23][C@H:22]([CH2:24][O:25][C:26](=[O:28])[CH3:27])[C@@H:17]([O:18][C:19](=[O:21])[CH3:20])[C@H:12]2[O:13][C:14](=[O:16])[CH3:15])=[C:4]([Cl:29])[N:3]=1.[CH3:30][S:31]SC.C(#N)C.N(OCCC(C)C)=O. (5) The reactants are: I[C:2]1[CH:9]=[CH:8][C:5]([C:6]#[N:7])=[CH:4][CH:3]=1.[CH:10]([Mg]Cl)([CH3:12])[CH3:11].CON(C)[C:18](=[O:46])[CH2:19][O:20][CH2:21][C:22]1[N:23]=[CH:24][N:25]([C:27](C2C=CC=CC=2)([C:34]2[CH:39]=[CH:38][CH:37]=[CH:36][CH:35]=2)C2C=CC=CC=2)[CH:26]=1. Given the product [C:27]([N:25]1[CH:26]=[C:22]([CH2:21][O:20][CH2:19][C:18]([C:2]2[CH:9]=[CH:8][C:5]([C:6]#[N:7])=[CH:4][CH:3]=2)=[O:46])[N:23]=[CH:24]1)([C:34]1[CH:39]=[CH:38][CH:37]=[CH:36][CH:35]=1)([C:10]1[CH:12]=[CH:26][CH:22]=[CH:21][CH:11]=1)[C:34]1[CH:35]=[CH:36][CH:37]=[CH:38][CH:39]=1, predict the reactants needed to synthesize it. (6) Given the product [P:29]([O-:32])([O-:31])([O-:30])=[O:28].[Cl:4][C:5]1[CH:10]=[CH:9][CH:8]=[CH:7][C:6]=1[CH:11]1[O:13][C:12]1([CH2:22][NH2+:2][NH2:3])[C:14]1[CH:19]=[CH:18][C:17]([F:20])=[CH:16][C:15]=1[F:21].[Cl:4][C:5]1[CH:10]=[CH:9][CH:8]=[CH:7][C:6]=1[CH:11]1[O:13][C:12]1([CH2:22][NH2+:2][NH2:3])[C:14]1[CH:19]=[CH:18][C:17]([F:20])=[CH:16][C:15]=1[F:21].[Cl:4][C:5]1[CH:10]=[CH:9][CH:8]=[CH:7][C:6]=1[CH:11]1[O:13][C:12]1([CH2:22][NH2+:2][NH2:3])[C:14]1[CH:19]=[CH:18][C:17]([F:20])=[CH:16][C:15]=1[F:21], predict the reactants needed to synthesize it. The reactants are: O.[NH2:2][NH2:3].[Cl:4][C:5]1[CH:10]=[CH:9][CH:8]=[CH:7][C:6]=1[CH:11]1[O:13][C:12]1([CH2:22]OS(C)(=O)=O)[C:14]1[CH:19]=[CH:18][C:17]([F:20])=[CH:16][C:15]=1[F:21].[OH:28][P:29]([OH:32])([OH:31])=[O:30]. (7) Given the product [OH:1][C:3]1([CH2:2][N:27]2[CH:28]=[C:24]([B:19]3[O:18][C:17]([CH3:29])([CH3:16])[C:21]([CH3:23])([CH3:22])[O:20]3)[CH:25]=[N:26]2)[CH2:8][CH2:7][N:6]([C:9]([O:11][C:12]([CH3:15])([CH3:14])[CH3:13])=[O:10])[CH2:5][CH2:4]1, predict the reactants needed to synthesize it. The reactants are: [O:1]1[C:3]2([CH2:8][CH2:7][N:6]([C:9]([O:11][C:12]([CH3:15])([CH3:14])[CH3:13])=[O:10])[CH2:5][CH2:4]2)[CH2:2]1.[CH3:16][C:17]1([CH3:29])[C:21]([CH3:23])([CH3:22])[O:20][B:19]([C:24]2[CH:25]=[N:26][NH:27][CH:28]=2)[O:18]1.[H-].[Na+]. (8) Given the product [Cl:1][C:2]1[CH:3]=[C:4]2[C:9](=[CH:10][CH:11]=1)[N:8]=[C:7]([CH2:12][CH:13]([CH3:15])[CH3:14])[C:6]([CH2:16][OH:17])=[C:5]2[C:20]1[CH:25]=[CH:24][CH:23]=[CH:22][CH:21]=1, predict the reactants needed to synthesize it. The reactants are: [Cl:1][C:2]1[CH:3]=[C:4]2[C:9](=[CH:10][CH:11]=1)[N:8]=[C:7]([CH2:12][CH:13]([CH3:15])[CH3:14])[C:6]([C:16](OC)=[O:17])=[C:5]2[C:20]1[CH:25]=[CH:24][CH:23]=[CH:22][CH:21]=1.[H-].C([Al+]CC(C)C)C(C)C.S([O-])([O-])(=O)=O.[Na+].[Na+]. (9) Given the product [O:4]=[C:5]1[CH2:10][CH2:9][CH:8]([N:11]2[C:15]3[CH:16]=[CH:17][CH:18]=[CH:19][C:14]=3[NH:13][C:12]2=[O:20])[CH2:7][CH2:6]1, predict the reactants needed to synthesize it. The reactants are: O1[C:5]2([CH2:10][CH2:9][CH:8]([N:11]3[C:15]4[CH:16]=[CH:17][CH:18]=[CH:19][C:14]=4[NH:13][C:12]3=[O:20])[CH2:7][CH2:6]2)[O:4]CC1.CC(C)=O.CC1C=CC(S([O-])(=O)=O)=CC=1.C1C=C[NH+]=CC=1.